This data is from Full USPTO retrosynthesis dataset with 1.9M reactions from patents (1976-2016). The task is: Predict the reactants needed to synthesize the given product. (1) Given the product [CH2:16]([O:1][C:2]1[CH:3]=[C:4]2[C:9](=[CH:10][CH:11]=1)[CH2:8][CH:7]([C:12]([O:14][CH3:15])=[O:13])[CH2:6][CH2:5]2)[C:17]1[CH:22]=[CH:21][CH:20]=[CH:19][CH:18]=1, predict the reactants needed to synthesize it. The reactants are: [OH:1][C:2]1[CH:3]=[C:4]2[C:9](=[CH:10][CH:11]=1)[CH2:8][CH:7]([C:12]([O:14][CH3:15])=[O:13])[CH2:6][CH2:5]2.[CH2:16](O)[C:17]1[CH:22]=[CH:21][CH:20]=[CH:19][CH:18]=1.C1(P(C2C=CC=CC=2)C2C=CC=CC=2)C=CC=CC=1.N(C(OCC)=O)=NC(OCC)=O. (2) Given the product [CH3:14][O:10][C:8](=[O:9])[C:7]1[CH:11]=[CH:12][N:13]=[C:5]([NH2:4])[CH:6]=1, predict the reactants needed to synthesize it. The reactants are: C([NH:4][C:5]1[CH:6]=[C:7]([CH:11]=[CH:12][N:13]=1)[C:8]([OH:10])=[O:9])(=O)C.[CH3:14]O. (3) Given the product [CH3:27][N:22]1[CH2:21][CH2:20][C:18]2[N:19]=[C:14]([NH:13][C:10]3[CH:11]=[CH:12][C:7]([N:3]4[CH:4]=[CH:5][N:6]=[C:2]4[CH3:1])=[CH:8][CH:9]=3)[N:15]=[C:16]([OH:24])[C:17]=2[CH2:23]1, predict the reactants needed to synthesize it. The reactants are: [CH3:1][C:2]1[N:3]([C:7]2[CH:12]=[CH:11][C:10]([NH:13][C:14]3[N:15]=[C:16]([OH:24])[C:17]4[CH2:23][NH:22][CH2:21][CH2:20][C:18]=4[N:19]=3)=[CH:9][CH:8]=2)[CH:4]=[CH:5][N:6]=1.C=O.[C:27](O)(=O)C.C([BH3-])#N.[Na+].